From a dataset of Forward reaction prediction with 1.9M reactions from USPTO patents (1976-2016). Predict the product of the given reaction. Given the reactants OO.[Cl:3][C:4]1[CH:5]=[CH:6][C:7]([C:11]([OH:13])=[O:12])=[N:8][C:9]=1[Cl:10].[OH:14]S([O-])=O.[Na+], predict the reaction product. The product is: [Cl:3][C:4]1[C:9]([Cl:10])=[N+:8]([O-:14])[C:7]([C:11]([OH:13])=[O:12])=[CH:6][CH:5]=1.